This data is from Forward reaction prediction with 1.9M reactions from USPTO patents (1976-2016). The task is: Predict the product of the given reaction. (1) Given the reactants [OH:1][CH2:2][C@@H:3]([NH:6][C:7](=[O:16])[O:8][CH2:9][C:10]1[CH:15]=[CH:14][CH:13]=[CH:12][CH:11]=1)[CH2:4][CH3:5].C(N(CC)CC)C.C(O)(=O)CC(CC(O)=O)(C(O)=O)O, predict the reaction product. The product is: [CH:2]([C@@H:3]([NH:6][C:7](=[O:16])[O:8][CH2:9][C:10]1[CH:11]=[CH:12][CH:13]=[CH:14][CH:15]=1)[CH2:4][CH3:5])=[O:1]. (2) Given the reactants [CH2:1]1[C:8]2[C:7]3[CH:9]=[C:10]([NH2:13])[CH:11]=[CH:12][C:6]=3[O:5][C:4]=2[CH2:3][CH2:2]1.[CH3:14][C:15]([CH3:20])([CH3:19])[C:16](Cl)=[O:17], predict the reaction product. The product is: [CH2:1]1[C:8]2[C:7]3[CH:9]=[C:10]([NH:13][C:16](=[O:17])[C:15]([CH3:20])([CH3:19])[CH3:14])[CH:11]=[CH:12][C:6]=3[O:5][C:4]=2[CH2:3][CH2:2]1.